From a dataset of Peptide-MHC class I binding affinity with 185,985 pairs from IEDB/IMGT. Regression. Given a peptide amino acid sequence and an MHC pseudo amino acid sequence, predict their binding affinity value. This is MHC class I binding data. (1) The peptide sequence is SLLPLSLLFL. The MHC is HLA-A02:01 with pseudo-sequence HLA-A02:01. The binding affinity (normalized) is 0.817. (2) The binding affinity (normalized) is 0.0847. The MHC is BoLA-T2C with pseudo-sequence BoLA-T2C. The peptide sequence is ILHLILWIL. (3) The peptide sequence is NHINVNLSL. The MHC is HLA-B38:01 with pseudo-sequence HLA-B38:01. The binding affinity (normalized) is 0.613. (4) The peptide sequence is AARRHRVPV. The MHC is HLA-B07:02 with pseudo-sequence HLA-B07:02. The binding affinity (normalized) is 0.383. (5) The peptide sequence is RIENEMKINR. The MHC is HLA-A68:01 with pseudo-sequence HLA-A68:01. The binding affinity (normalized) is 0.382.